Predict the reactants needed to synthesize the given product. From a dataset of Full USPTO retrosynthesis dataset with 1.9M reactions from patents (1976-2016). (1) Given the product [CH2:13]([NH:12][C:6]1([CH2:5][C:4]([OH:20])=[O:3])[CH2:7][S:8](=[O:10])(=[O:11])[CH2:9]1)[C:14]1[CH:19]=[CH:18][CH:17]=[CH:16][CH:15]=1, predict the reactants needed to synthesize it. The reactants are: C([O:3][C:4](=[O:20])[CH2:5][C:6]1([NH:12][CH2:13][C:14]2[CH:19]=[CH:18][CH:17]=[CH:16][CH:15]=2)[CH2:9][S:8](=[O:11])(=[O:10])[CH2:7]1)C.O.[OH-].[Li+]. (2) Given the product [Cl:27][C:28]1[CH:29]=[C:30]([C:34]2[CH:35]=[CH:36][C:37]3[C:43](=[O:44])[CH2:42][CH2:41][CH2:40][N:39]([C:16]([NH:1][C:2]4[CH:3]=[N:4][CH:5]=[CH:6][CH:7]=4)=[O:18])[C:38]=3[N:45]=2)[CH:31]=[CH:32][CH:33]=1, predict the reactants needed to synthesize it. The reactants are: [NH2:1][C:2]1[CH:3]=[N:4][CH:5]=[CH:6][CH:7]=1.C(N(CC)CC)C.Cl[C:16](Cl)([O:18]C(=O)OC(Cl)(Cl)Cl)Cl.[Cl:27][C:28]1[CH:29]=[C:30]([C:34]2[CH:35]=[CH:36][C:37]3[C:43](=[O:44])[CH2:42][CH2:41][CH2:40][NH:39][C:38]=3[N:45]=2)[CH:31]=[CH:32][CH:33]=1. (3) The reactants are: [Cl:1][C:2]1[C:3]([OH:43])=[C:4]([S:9]([N:12]([CH2:27][C:28]2[CH:29]=[C:30]([CH:40]=[CH:41][CH:42]=2)[CH2:31][NH:32]C(=O)OC(C)(C)C)[CH2:13][C:14]2[CH:19]=[CH:18][C:17]([C:20]3[CH:25]=[CH:24][C:23]([F:26])=[CH:22][CH:21]=3)=[CH:16][CH:15]=2)(=[O:11])=[O:10])[CH:5]=[C:6]([Cl:8])[CH:7]=1.FC(F)(F)C(O)=O. Given the product [NH2:32][CH2:31][C:30]1[CH:29]=[C:28]([CH:42]=[CH:41][CH:40]=1)[CH2:27][N:12]([CH2:13][C:14]1[CH:19]=[CH:18][C:17]([C:20]2[CH:25]=[CH:24][C:23]([F:26])=[CH:22][CH:21]=2)=[CH:16][CH:15]=1)[S:9]([C:4]1[CH:5]=[C:6]([Cl:8])[CH:7]=[C:2]([Cl:1])[C:3]=1[OH:43])(=[O:11])=[O:10], predict the reactants needed to synthesize it.